Task: Predict the reaction yield, written as a fraction of the theoretical maximum amount of product (1.0 means a 100% yield; for example, 0.34 means a 34% yield).. Dataset: Reaction yield outcomes from USPTO patents with 853,638 reactions (1) The reactants are [CH:1]1([C:8]([CH:10]([C:14]2[CH:19]=[CH:18][CH:17]=[CH:16][CH:15]=2)[CH2:11][CH:12]=O)=[O:9])[CH2:7][CH2:6][CH2:5][CH2:4][CH2:3][CH2:2]1.[CH3:20][O:21][C:22]1[CH:27]=[CH:26][CH:25]=[CH:24][C:23]=1[N:28]1[CH2:33][CH2:32][NH:31][CH2:30][CH2:29]1.[Na]. No catalyst specified. The product is [CH3:20][O:21][C:22]1[CH:27]=[CH:26][CH:25]=[CH:24][C:23]=1[N:28]1[CH2:33][CH2:32][N:31]([CH2:12][CH2:11][CH:10]([C:8]([CH:1]2[CH2:7][CH2:6][CH2:5][CH2:4][CH2:3][CH2:2]2)=[O:9])[C:14]2[CH:19]=[CH:18][CH:17]=[CH:16][CH:15]=2)[CH2:30][CH2:29]1. The yield is 0.700. (2) The catalyst is CC#N.O. The yield is 0.820. The product is [C:1]([C:4]1[CH:37]=[CH:36][C:7]2[NH:8][C:9]([C:11]3[CH:12]=[C:13]([C:29]([CH3:34])([CH3:35])[C:30]([OH:32])=[O:31])[CH:14]=[C:15]([C:18]4[CH:23]=[C:22]([S:24](=[O:26])(=[O:27])[NH2:25])[CH:21]=[CH:20][C:19]=4[OH:28])[C:16]=3[OH:17])=[N:10][C:6]=2[CH:5]=1)(=[NH:2])[NH2:3]. The reactants are [C:1]([C:4]1[CH:37]=[CH:36][C:7]2[NH:8][C:9]([C:11]3[CH:12]=[C:13]([C:29]([CH3:35])([CH3:34])[C:30]([O:32]C)=[O:31])[CH:14]=[C:15]([C:18]4[CH:23]=[C:22]([S:24](=[O:27])(=[O:26])[NH2:25])[CH:21]=[CH:20][C:19]=4[OH:28])[C:16]=3[OH:17])=[N:10][C:6]=2[CH:5]=1)(=[NH:3])[NH2:2].Cl.N1C=CC=CC=1. (3) The catalyst is CN(C=O)C. The yield is 0.990. The reactants are [CH3:1][O:2][C:3]1[CH:4]=[C:5]2[C:9](=[CH:10][CH:11]=1)[C@H:8]([C@H:12]([CH2:16][CH3:17])[C:13]([OH:15])=[O:14])[CH2:7][CH2:6]2.[C:18]([O-])(O)=O.[Na+].CI.O. The product is [CH3:1][O:2][C:3]1[CH:4]=[C:5]2[C:9](=[CH:10][CH:11]=1)[C@H:8]([C@H:12]([CH2:16][CH3:17])[C:13]([O:15][CH3:18])=[O:14])[CH2:7][CH2:6]2.